The task is: Predict which catalyst facilitates the given reaction.. This data is from Catalyst prediction with 721,799 reactions and 888 catalyst types from USPTO. (1) Product: [Br:1][C:2]1[CH:3]=[C:4]([CH:8]([N:16]([CH3:17])[C:29](=[O:31])[CH2:28][N:24]2[C:23]3[CH:32]=[C:19]([Cl:18])[C:20]([Cl:33])=[CH:21][C:22]=3[O:27][CH2:26][C:25]2=[O:44])[CH2:9][N:10]2[CH2:15][CH2:14][O:13][CH2:12][CH2:11]2)[CH:5]=[CH:6][CH:7]=1. The catalyst class is: 139. Reactant: [Br:1][C:2]1[CH:3]=[C:4]([CH:8]([NH:16][CH3:17])[CH2:9][N:10]2[CH2:15][CH2:14][O:13][CH2:12][CH2:11]2)[CH:5]=[CH:6][CH:7]=1.[Cl:18][C:19]1[C:20]([Cl:33])=[CH:21][C:22]2[O:27][CH2:26][CH2:25][N:24]([CH2:28][C:29]([OH:31])=O)[C:23]=2[CH:32]=1.CN([P+]([O:44]N1N=NC2C=CC=CC1=2)(N(C)C)N(C)C)C.F[P-](F)(F)(F)(F)F.C(N(CC)CC)C. (2) Reactant: [C:1](=O)([O-])[O-].[K+].[K+].CI.[C:9]([O:13][C:14]([NH:16][C@@H:17]1[CH2:22][CH2:21][CH2:20][N:19]([C:23]2[N:24]([CH2:42][C:43]3[CH:48]=[CH:47][CH:46]=[CH:45][C:44]=3[Cl:49])[C:25]([C:29]([NH:31][C:32]3[CH:41]=[CH:40][CH:39]=[CH:38][C:33]=3[C:34]([O:36][CH3:37])=[O:35])=[O:30])=[C:26]([I:28])[N:27]=2)[CH2:18]1)=[O:15])([CH3:12])([CH3:11])[CH3:10].[Cl-].[Na+]. Product: [C:9]([O:13][C:14]([NH:16][C@@H:17]1[CH2:22][CH2:21][CH2:20][N:19]([C:23]2[N:24]([CH2:42][C:43]3[CH:48]=[CH:47][CH:46]=[CH:45][C:44]=3[Cl:49])[C:25]([C:29]([N:31]([CH3:1])[C:32]3[CH:41]=[CH:40][CH:39]=[CH:38][C:33]=3[C:34]([O:36][CH3:37])=[O:35])=[O:30])=[C:26]([I:28])[N:27]=2)[CH2:18]1)=[O:15])([CH3:12])([CH3:10])[CH3:11]. The catalyst class is: 9. (3) Reactant: C(O[CH:4](OCC)[C:5]#[C:6][C:7]1[N:12]=[C:11]([C:13]([O:15][CH3:16])=[O:14])[C:10](=[O:17])[N:9]([C:18]2[CH:23]=[CH:22][CH:21]=[C:20]([C:24]([F:27])([F:26])[F:25])[CH:19]=2)[C:8]=1[CH3:28])C.Cl.[NH:33]([C:35]1[CH:42]=[CH:41][C:38]([C:39]#[N:40])=[CH:37][CH:36]=1)[NH2:34].O. Product: [C:39]([C:38]1[CH:41]=[CH:42][C:35]([NH:33][N:34]=[CH:4][C:5]#[C:6][C:7]2[N:12]=[C:11]([C:13]([O:15][CH3:16])=[O:14])[C:10](=[O:17])[N:9]([C:18]3[CH:23]=[CH:22][CH:21]=[C:20]([C:24]([F:25])([F:26])[F:27])[CH:19]=3)[C:8]=2[CH3:28])=[CH:36][CH:37]=1)#[N:40]. The catalyst class is: 5. (4) Reactant: [CH3:1][N:2]1[CH2:15][CH2:14][C:5]2[NH:6][C:7]3[CH:8]=[CH:9][C:10]([CH3:13])=[CH:11][C:12]=3[C:4]=2[CH2:3]1.[OH-].[K+].[CH:18]([C:20]1[C:21]2[CH:28]=[CH:27][CH:26]=[CH:25][C:22]=2[S:23][CH:24]=1)=[CH2:19]. Product: [S:23]1[CH:24]=[C:20]([CH2:18][CH2:19][N:6]2[C:7]3[CH:8]=[CH:9][C:10]([CH3:13])=[CH:11][C:12]=3[C:4]3[CH2:3][N:2]([CH3:1])[CH2:15][CH2:14][C:5]2=3)[C:21]2[CH:28]=[CH:27][CH:26]=[CH:25][C:22]1=2. The catalyst class is: 179. (5) Reactant: [Cl:1][C:2]1[CH:7]=[CH:6][C:5]([C:8]2[C:13]([C:14]([O:16]C)=[O:15])=[CH:12][N:11]=[C:10]([CH3:18])[CH:9]=2)=[C:4]([F:19])[CH:3]=1.[OH-].[Na+].Cl. Product: [Cl:1][C:2]1[CH:7]=[CH:6][C:5]([C:8]2[C:13]([C:14]([OH:16])=[O:15])=[CH:12][N:11]=[C:10]([CH3:18])[CH:9]=2)=[C:4]([F:19])[CH:3]=1. The catalyst class is: 24. (6) Reactant: [C:1]([C:3]1[C:8]2[N:9]([CH2:12][C:13]([OH:15])=O)[CH:10]=[N:11][C:7]=2[CH:6]=[CH:5][CH:4]=1)#[N:2].[NH2:16][CH:17]([C:19]1[CH:24]=[CH:23][C:22]([C:25]2([C:29]#[N:30])[CH2:28][CH2:27][CH2:26]2)=[CH:21][CH:20]=1)[CH3:18].CCN(CC)CC.CN(C(ON1N=NC2C=CC=NC1=2)=[N+](C)C)C.F[P-](F)(F)(F)(F)F. Product: [C:1]([C:3]1[C:8]2[N:9]([CH2:12][C:13]([NH:16][CH:17]([C:19]3[CH:24]=[CH:23][C:22]([C:25]4([C:29]#[N:30])[CH2:26][CH2:27][CH2:28]4)=[CH:21][CH:20]=3)[CH3:18])=[O:15])[CH:10]=[N:11][C:7]=2[CH:6]=[CH:5][CH:4]=1)#[N:2]. The catalyst class is: 144.